This data is from Catalyst prediction with 721,799 reactions and 888 catalyst types from USPTO. The task is: Predict which catalyst facilitates the given reaction. (1) Reactant: [Si]([O:8][C:9]1([CH2:12][O:13][C:14]2[CH:19]=[CH:18][C:17]([N:20]3[C:24]([CH3:26])([CH3:25])[C:23](=[O:27])[N:22]([C:28]4[CH:35]=[CH:34][C:31]([C:32]#[N:33])=[C:30]([C:36]([F:39])([F:38])[F:37])[CH:29]=4)[C:21]3=[S:40])=[CH:16][C:15]=2[F:41])[CH2:11][CH2:10]1)(C(C)(C)C)(C)C.[F-].C([N+](CCCC)(CCCC)CCCC)CCC. Product: [F:41][C:15]1[CH:16]=[C:17]([N:20]2[C:24]([CH3:26])([CH3:25])[C:23](=[O:27])[N:22]([C:28]3[CH:35]=[CH:34][C:31]([C:32]#[N:33])=[C:30]([C:36]([F:37])([F:38])[F:39])[CH:29]=3)[C:21]2=[S:40])[CH:18]=[CH:19][C:14]=1[O:13][CH2:12][C:9]1([OH:8])[CH2:11][CH2:10]1. The catalyst class is: 7. (2) Reactant: [F:1][C:2]([F:21])([F:20])[C:3]([N:5]1[CH2:10][CH2:9][CH:8]([C:11]2[CH:19]=[CH:18][C:14]([C:15](Cl)=[O:16])=[CH:13][CH:12]=2)[CH2:7][CH2:6]1)=[O:4].CCN(C(C)C)C(C)C. Product: [F:21][C:2]([F:1])([F:20])[C:3]([N:5]1[CH2:6][CH2:7][CH:8]([C:11]2[CH:12]=[CH:13][C:14]([CH:15]=[O:16])=[CH:18][CH:19]=2)[CH2:9][CH2:10]1)=[O:4]. The catalyst class is: 99.